Dataset: NCI-60 drug combinations with 297,098 pairs across 59 cell lines. Task: Regression. Given two drug SMILES strings and cell line genomic features, predict the synergy score measuring deviation from expected non-interaction effect. Drug 1: CS(=O)(=O)C1=CC(=C(C=C1)C(=O)NC2=CC(=C(C=C2)Cl)C3=CC=CC=N3)Cl. Drug 2: C1C(C(OC1N2C=NC3=C(N=C(N=C32)Cl)N)CO)O. Cell line: LOX IMVI. Synergy scores: CSS=51.3, Synergy_ZIP=20.6, Synergy_Bliss=23.0, Synergy_Loewe=25.2, Synergy_HSA=25.3.